Task: Regression. Given two drug SMILES strings and cell line genomic features, predict the synergy score measuring deviation from expected non-interaction effect.. Dataset: NCI-60 drug combinations with 297,098 pairs across 59 cell lines (1) Drug 1: CC(C)(C#N)C1=CC(=CC(=C1)CN2C=NC=N2)C(C)(C)C#N. Drug 2: CC1=C(C=C(C=C1)C(=O)NC2=CC(=CC(=C2)C(F)(F)F)N3C=C(N=C3)C)NC4=NC=CC(=N4)C5=CN=CC=C5. Cell line: HCT116. Synergy scores: CSS=-9.04, Synergy_ZIP=-0.805, Synergy_Bliss=-8.96, Synergy_Loewe=-21.4, Synergy_HSA=-14.0. (2) Drug 1: CC12CCC3C(C1CCC2O)C(CC4=C3C=CC(=C4)O)CCCCCCCCCS(=O)CCCC(C(F)(F)F)(F)F. Drug 2: CS(=O)(=O)OCCCCOS(=O)(=O)C. Cell line: NCI-H460. Synergy scores: CSS=34.5, Synergy_ZIP=-3.02, Synergy_Bliss=-0.0658, Synergy_Loewe=0.177, Synergy_HSA=1.02. (3) Drug 1: CC1C(C(CC(O1)OC2CC(CC3=C2C(=C4C(=C3O)C(=O)C5=C(C4=O)C(=CC=C5)OC)O)(C(=O)C)O)N)O.Cl. Drug 2: CN1C2=C(C=C(C=C2)N(CCCl)CCCl)N=C1CCCC(=O)O.Cl. Cell line: NCI-H460. Synergy scores: CSS=40.4, Synergy_ZIP=1.77, Synergy_Bliss=4.50, Synergy_Loewe=-43.1, Synergy_HSA=4.57. (4) Drug 1: C1CNP(=O)(OC1)N(CCCl)CCCl. Drug 2: COCCOC1=C(C=C2C(=C1)C(=NC=N2)NC3=CC=CC(=C3)C#C)OCCOC.Cl. Cell line: CCRF-CEM. Synergy scores: CSS=-0.610, Synergy_ZIP=-1.80, Synergy_Bliss=-3.49, Synergy_Loewe=-5.83, Synergy_HSA=-3.80. (5) Drug 1: C1CN1P(=S)(N2CC2)N3CC3. Drug 2: CC1=C(N=C(N=C1N)C(CC(=O)N)NCC(C(=O)N)N)C(=O)NC(C(C2=CN=CN2)OC3C(C(C(C(O3)CO)O)O)OC4C(C(C(C(O4)CO)O)OC(=O)N)O)C(=O)NC(C)C(C(C)C(=O)NC(C(C)O)C(=O)NCCC5=NC(=CS5)C6=NC(=CS6)C(=O)NCCC[S+](C)C)O. Cell line: OVCAR-4. Synergy scores: CSS=10.1, Synergy_ZIP=-1.89, Synergy_Bliss=1.40, Synergy_Loewe=0.557, Synergy_HSA=2.39. (6) Drug 1: CCCCC(=O)OCC(=O)C1(CC(C2=C(C1)C(=C3C(=C2O)C(=O)C4=C(C3=O)C=CC=C4OC)O)OC5CC(C(C(O5)C)O)NC(=O)C(F)(F)F)O. Drug 2: B(C(CC(C)C)NC(=O)C(CC1=CC=CC=C1)NC(=O)C2=NC=CN=C2)(O)O. Cell line: TK-10. Synergy scores: CSS=48.5, Synergy_ZIP=0.216, Synergy_Bliss=-0.930, Synergy_Loewe=-15.6, Synergy_HSA=0.514. (7) Drug 1: CN(C)C1=NC(=NC(=N1)N(C)C)N(C)C. Drug 2: C(CCl)NC(=O)N(CCCl)N=O. Cell line: SW-620. Synergy scores: CSS=7.50, Synergy_ZIP=1.15, Synergy_Bliss=4.59, Synergy_Loewe=-4.17, Synergy_HSA=1.24. (8) Cell line: IGROV1. Synergy scores: CSS=26.7, Synergy_ZIP=-7.29, Synergy_Bliss=-1.08, Synergy_Loewe=-3.76, Synergy_HSA=0.164. Drug 2: CN1C2=C(C=C(C=C2)N(CCCl)CCCl)N=C1CCCC(=O)O.Cl. Drug 1: C1=CC(=CC=C1CCCC(=O)O)N(CCCl)CCCl. (9) Drug 1: CN(C)N=NC1=C(NC=N1)C(=O)N. Drug 2: CC1=CC=C(C=C1)C2=CC(=NN2C3=CC=C(C=C3)S(=O)(=O)N)C(F)(F)F. Cell line: PC-3. Synergy scores: CSS=15.5, Synergy_ZIP=3.04, Synergy_Bliss=8.90, Synergy_Loewe=6.78, Synergy_HSA=8.40. (10) Drug 1: CCCS(=O)(=O)NC1=C(C(=C(C=C1)F)C(=O)C2=CNC3=C2C=C(C=N3)C4=CC=C(C=C4)Cl)F. Drug 2: C1=CC(=CC=C1CCCC(=O)O)N(CCCl)CCCl. Cell line: SF-539. Synergy scores: CSS=27.7, Synergy_ZIP=0.495, Synergy_Bliss=0.823, Synergy_Loewe=-0.543, Synergy_HSA=1.27.